Dataset: NCI-60 drug combinations with 297,098 pairs across 59 cell lines. Task: Regression. Given two drug SMILES strings and cell line genomic features, predict the synergy score measuring deviation from expected non-interaction effect. (1) Drug 1: C1=CN(C(=O)N=C1N)C2C(C(C(O2)CO)O)O.Cl. Drug 2: B(C(CC(C)C)NC(=O)C(CC1=CC=CC=C1)NC(=O)C2=NC=CN=C2)(O)O. Cell line: SK-MEL-5. Synergy scores: CSS=23.4, Synergy_ZIP=-11.4, Synergy_Bliss=-16.9, Synergy_Loewe=-16.6, Synergy_HSA=-14.7. (2) Drug 1: C1=CC(=C2C(=C1NCCNCCO)C(=O)C3=C(C=CC(=C3C2=O)O)O)NCCNCCO. Drug 2: C1CC(=O)NC(=O)C1N2C(=O)C3=CC=CC=C3C2=O. Cell line: OVCAR-5. Synergy scores: CSS=27.4, Synergy_ZIP=-5.04, Synergy_Bliss=-0.392, Synergy_Loewe=-29.0, Synergy_HSA=-1.03. (3) Drug 2: C1CN1P(=S)(N2CC2)N3CC3. Drug 1: CC1C(C(CC(O1)OC2CC(CC3=C2C(=C4C(=C3O)C(=O)C5=C(C4=O)C(=CC=C5)OC)O)(C(=O)C)O)N)O.Cl. Cell line: TK-10. Synergy scores: CSS=2.14, Synergy_ZIP=-4.53, Synergy_Bliss=-3.76, Synergy_Loewe=-10.9, Synergy_HSA=-4.59. (4) Drug 1: CC1CCC2CC(C(=CC=CC=CC(CC(C(=O)C(C(C(=CC(C(=O)CC(OC(=O)C3CCCCN3C(=O)C(=O)C1(O2)O)C(C)CC4CCC(C(C4)OC)O)C)C)O)OC)C)C)C)OC. Drug 2: CN(CC1=CN=C2C(=N1)C(=NC(=N2)N)N)C3=CC=C(C=C3)C(=O)NC(CCC(=O)O)C(=O)O. Cell line: IGROV1. Synergy scores: CSS=28.3, Synergy_ZIP=0.808, Synergy_Bliss=-0.195, Synergy_Loewe=-20.4, Synergy_HSA=-1.55.